Task: Regression. Given two drug SMILES strings and cell line genomic features, predict the synergy score measuring deviation from expected non-interaction effect.. Dataset: NCI-60 drug combinations with 297,098 pairs across 59 cell lines (1) Drug 1: CC1=C(C(CCC1)(C)C)C=CC(=CC=CC(=CC(=O)O)C)C. Drug 2: C1CCC(C(C1)N)N.C(=O)(C(=O)[O-])[O-].[Pt+4]. Cell line: UACC62. Synergy scores: CSS=35.2, Synergy_ZIP=-9.82, Synergy_Bliss=0.160, Synergy_Loewe=2.15, Synergy_HSA=4.33. (2) Drug 1: C1CCN(CC1)CCOC2=CC=C(C=C2)C(=O)C3=C(SC4=C3C=CC(=C4)O)C5=CC=C(C=C5)O. Drug 2: CC1=C(C=C(C=C1)NC(=O)C2=CC=C(C=C2)CN3CCN(CC3)C)NC4=NC=CC(=N4)C5=CN=CC=C5. Cell line: COLO 205. Synergy scores: CSS=-9.81, Synergy_ZIP=4.96, Synergy_Bliss=1.85, Synergy_Loewe=-8.63, Synergy_HSA=-8.04. (3) Synergy scores: CSS=40.0, Synergy_ZIP=-1.07, Synergy_Bliss=-1.17, Synergy_Loewe=-4.33, Synergy_HSA=1.51. Drug 2: CCC1(C2=C(COC1=O)C(=O)N3CC4=CC5=C(C=CC(=C5CN(C)C)O)N=C4C3=C2)O.Cl. Drug 1: CC1C(C(CC(O1)OC2CC(OC(C2O)C)OC3=CC4=CC5=C(C(=O)C(C(C5)C(C(=O)C(C(C)O)O)OC)OC6CC(C(C(O6)C)O)OC7CC(C(C(O7)C)O)OC8CC(C(C(O8)C)O)(C)O)C(=C4C(=C3C)O)O)O)O. Cell line: T-47D. (4) Drug 1: CC1=CC2C(CCC3(C2CCC3(C(=O)C)OC(=O)C)C)C4(C1=CC(=O)CC4)C. Drug 2: CC(C)(C#N)C1=CC(=CC(=C1)CN2C=NC=N2)C(C)(C)C#N. Cell line: MDA-MB-435. Synergy scores: CSS=-6.51, Synergy_ZIP=3.56, Synergy_Bliss=-2.33, Synergy_Loewe=-3.20, Synergy_HSA=-7.68. (5) Synergy scores: CSS=26.8, Synergy_ZIP=-7.16, Synergy_Bliss=-2.10, Synergy_Loewe=-6.58, Synergy_HSA=-1.29. Drug 1: C1=CC(=CC=C1CCCC(=O)O)N(CCCl)CCCl. Cell line: A498. Drug 2: C(CC(=O)O)C(=O)CN.Cl. (6) Drug 1: CNC(=O)C1=NC=CC(=C1)OC2=CC=C(C=C2)NC(=O)NC3=CC(=C(C=C3)Cl)C(F)(F)F. Drug 2: CN(C(=O)NC(C=O)C(C(C(CO)O)O)O)N=O. Cell line: RXF 393. Synergy scores: CSS=-0.848, Synergy_ZIP=1.73, Synergy_Bliss=3.19, Synergy_Loewe=-0.876, Synergy_HSA=-0.347. (7) Drug 1: C1=CC(=CC=C1CC(C(=O)O)N)N(CCCl)CCCl.Cl. Drug 2: CCCS(=O)(=O)NC1=C(C(=C(C=C1)F)C(=O)C2=CNC3=C2C=C(C=N3)C4=CC=C(C=C4)Cl)F. Cell line: CAKI-1. Synergy scores: CSS=14.0, Synergy_ZIP=-10.5, Synergy_Bliss=-7.22, Synergy_Loewe=-13.4, Synergy_HSA=-5.34. (8) Drug 1: C1=CC(=CC=C1CCC2=CNC3=C2C(=O)NC(=N3)N)C(=O)NC(CCC(=O)O)C(=O)O. Drug 2: C1=CN(C(=O)N=C1N)C2C(C(C(O2)CO)O)O.Cl. Cell line: 786-0. Synergy scores: CSS=32.4, Synergy_ZIP=-11.7, Synergy_Bliss=-10.4, Synergy_Loewe=-12.7, Synergy_HSA=-4.78. (9) Drug 1: CCC(=C(C1=CC=CC=C1)C2=CC=C(C=C2)OCCN(C)C)C3=CC=CC=C3.C(C(=O)O)C(CC(=O)O)(C(=O)O)O. Drug 2: CCC1=C2CN3C(=CC4=C(C3=O)COC(=O)C4(CC)O)C2=NC5=C1C=C(C=C5)O. Cell line: MOLT-4. Synergy scores: CSS=56.1, Synergy_ZIP=3.97, Synergy_Bliss=4.06, Synergy_Loewe=-27.7, Synergy_HSA=2.82.